Dataset: Full USPTO retrosynthesis dataset with 1.9M reactions from patents (1976-2016). Task: Predict the reactants needed to synthesize the given product. (1) Given the product [NH2:8][CH2:9][CH:10]1[CH2:15][CH2:14][CH2:13][N:12]([C:16]([NH2:18])=[O:17])[CH2:11]1, predict the reactants needed to synthesize it. The reactants are: C(OC([NH:8][CH2:9][CH:10]1[CH2:15][CH2:14][CH2:13][N:12]([C:16]([NH2:18])=[O:17])[CH2:11]1)=O)(C)(C)C.S(=O)(=O)(O)O. (2) The reactants are: [C:1]([N:3]=[C:4]([N:13]1[CH2:18][CH2:17][NH:16][CH:15]([C:19]2[CH:24]=[CH:23][CH:22]=[CH:21][CH:20]=2)[CH2:14]1)[NH:5][C:6]1[CH:11]=[CH:10][CH:9]=[CH:8][C:7]=1[CH3:12])#[N:2].[CH3:25][O:26][C:27]([C:29]1[CH:34]=[N:33][C:32](Cl)=[CH:31][N:30]=1)=[O:28]. Given the product [C:27]([OH:28])(=[O:26])[CH3:29].[C:1]([N:3]=[C:4]([N:13]1[CH2:18][CH2:17][N:16]([C:32]2[N:33]=[CH:34][C:29]([C:27]([O:26][CH3:25])=[O:28])=[N:30][CH:31]=2)[CH:15]([C:19]2[CH:24]=[CH:23][CH:22]=[CH:21][CH:20]=2)[CH2:14]1)[NH:5][C:6]1[CH:11]=[CH:10][CH:9]=[CH:8][C:7]=1[CH3:12])#[N:2], predict the reactants needed to synthesize it. (3) Given the product [CH3:1][C:2]1[CH:6]=[CH:5][O:4][C:3]=1[C:7]([NH:35][CH2:36][C:37]1[CH:38]=[C:16]2[C:14](=[CH:15][CH:43]=1)[NH:13][C:10]([CH3:11])=[CH:12]2)=[O:9], predict the reactants needed to synthesize it. The reactants are: [CH3:1][C:2]1[CH:6]=[CH:5][O:4][C:3]=1[C:7]([OH:9])=O.[CH:10]([N:13](CC)[CH:14]([CH3:16])[CH3:15])([CH3:12])[CH3:11].F[P-](F)(F)(F)(F)F.C[N+](C)=C(N(C)C)ON1C2[N:35]=[CH:36][CH:37]=[CH:38]C=2N=N1.[CH3:43]N(C=O)C.